Dataset: Full USPTO retrosynthesis dataset with 1.9M reactions from patents (1976-2016). Task: Predict the reactants needed to synthesize the given product. (1) The reactants are: [CH3:1][O:2][C:3]1[CH:4]=[C:5]2[C:10](=[O:11])[O:9][C:7](=O)[C:6]2=[CH:12][C:13]=1[O:14][CH3:15].[CH3:16][C:17]1([CH3:37])[CH:21]([C:22]2[CH:27]=[CH:26][C:25]([CH3:28])=[CH:24][CH:23]=2)[C:20]2[C:29]([CH3:36])=[C:30]([NH2:35])[C:31]([CH3:34])=[C:32]([CH3:33])[C:19]=2[O:18]1.C(N=C=NCCCN(C)C)C.ON1C2C=CC=CC=2N=N1. Given the product [CH3:15][O:14][C:13]1[CH:12]=[C:6]2[C:5](=[CH:4][C:3]=1[O:2][CH3:1])[C:10](=[O:11])[N:35]([C:30]1[C:31]([CH3:34])=[C:32]([CH3:33])[C:19]3[O:18][C:17]([CH3:37])([CH3:16])[CH:21]([C:22]4[CH:27]=[CH:26][C:25]([CH3:28])=[CH:24][CH:23]=4)[C:20]=3[C:29]=1[CH3:36])[C:7]2=[O:9], predict the reactants needed to synthesize it. (2) Given the product [OH:33][CH2:32][CH2:34][NH:35][C:4](=[O:31])[C:5]1[CH:10]=[CH:9][C:8]([C:11]2[CH:16]=[CH:15][N:14]3[C:17]([C:20]4[CH:25]=[CH:24][CH:23]=[C:22]([N:26]5[CH:30]=[CH:29][CH:28]=[N:27]5)[CH:21]=4)=[CH:18][N:19]=[C:13]3[CH:12]=2)=[CH:7][CH:6]=1, predict the reactants needed to synthesize it. The reactants are: C(O[C:4](=[O:31])[C:5]1[CH:10]=[CH:9][C:8]([C:11]2[CH:16]=[CH:15][N:14]3[C:17]([C:20]4[CH:25]=[CH:24][CH:23]=[C:22]([N:26]5[CH:30]=[CH:29][CH:28]=[N:27]5)[CH:21]=4)=[CH:18][N:19]=[C:13]3[CH:12]=2)=[CH:7][CH:6]=1)C.[CH2:32]([CH2:34][NH2:35])[OH:33].C([O-])([O-])=O.[K+].[K+]. (3) Given the product [Cl:1][C:2]1[CH:7]=[CH:6][CH:5]=[CH:4][C:3]=1[C:8]1[C:9]2[C:13]([CH:14]=[CH:15][CH:16]=1)=[N:12][N:11]1[C:26]([CH:28]3[CH2:33][CH2:32][N:31]([C:34]([O:36][C:37]([CH3:40])([CH3:39])[CH3:38])=[O:35])[CH2:30][CH2:29]3)=[CH:22][C:21](=[O:20])[NH:17][C:10]=21, predict the reactants needed to synthesize it. The reactants are: [Cl:1][C:2]1[CH:7]=[CH:6][CH:5]=[CH:4][C:3]=1[C:8]1[CH:16]=[CH:15][CH:14]=[C:13]2[C:9]=1[C:10]([NH2:17])=[N:11][NH:12]2.CC1(C)OC(=O)[CH:22]([C:26]([CH:28]2[CH2:33][CH2:32][N:31]([C:34]([O:36][C:37]([CH3:40])([CH3:39])[CH3:38])=[O:35])[CH2:30][CH2:29]2)=O)[C:21](=O)[O:20]1.P([O-])([O-])([O-])=O.[K+].[K+].[K+].